This data is from Full USPTO retrosynthesis dataset with 1.9M reactions from patents (1976-2016). The task is: Predict the reactants needed to synthesize the given product. (1) Given the product [OH:25][CH:24]([C:2]1[CH:9]=[CH:8][CH:7]=[CH:6][C:3]=1[CH2:4][OH:5])[C:26]1[N:27]=[CH:28][N:29]([C:35]([C:36]2[CH:41]=[CH:40][CH:39]=[CH:38][CH:37]=2)([C:48]2[CH:53]=[CH:52][CH:51]=[CH:50][CH:49]=2)[C:42]2[CH:43]=[CH:44][CH:45]=[CH:46][CH:47]=2)[C:30]=1[C:31]([O:33][CH3:34])=[O:32], predict the reactants needed to synthesize it. The reactants are: Br[C:2]1[CH:9]=[CH:8][CH:7]=[CH:6][C:3]=1[CH2:4][OH:5].C([Mg]CCCC)CCC.C([Li])CCC.[CH:24]([C:26]1[N:27]=[CH:28][N:29]([C:35]([C:48]2[CH:53]=[CH:52][CH:51]=[CH:50][CH:49]=2)([C:42]2[CH:47]=[CH:46][CH:45]=[CH:44][CH:43]=2)[C:36]2[CH:41]=[CH:40][CH:39]=[CH:38][CH:37]=2)[C:30]=1[C:31]([O:33][CH3:34])=[O:32])=[O:25].[Cl-].[NH4+]. (2) Given the product [C:1]([N:4]([CH2:17][C:18]1[CH:19]=[C:20]([C:24]2[C:25]([CH3:31])=[CH:26][CH:27]=[CH:28][C:29]=2[CH3:30])[CH:21]=[CH:22][CH:23]=1)[C:5]1[CH:10]=[CH:9][C:8]([CH2:11][CH2:12][C:13]([OH:15])=[O:14])=[CH:7][CH:6]=1)(=[O:3])[CH3:2], predict the reactants needed to synthesize it. The reactants are: [C:1]([N:4]([CH2:17][C:18]1[CH:19]=[C:20]([C:24]2[C:29]([CH3:30])=[CH:28][CH:27]=[CH:26][C:25]=2[CH3:31])[CH:21]=[CH:22][CH:23]=1)[C:5]1[CH:10]=[CH:9][C:8]([CH2:11][CH2:12][C:13]([O:15]C)=[O:14])=[CH:7][CH:6]=1)(=[O:3])[CH3:2].[OH-].[Na+].O.C(O)(=O)CC(CC(O)=O)(C(O)=O)O. (3) Given the product [OH:16][CH2:15][CH2:17][N:18]1[CH:7]=[CH:6][C:5]2[C:10](=[CH:11][CH:12]=[CH:13][C:4]=2[N+:1]([O-:3])=[O:2])[C:9]1=[O:14], predict the reactants needed to synthesize it. The reactants are: [N+:1]([C:4]1[CH:13]=[CH:12][CH:11]=[C:10]2[C:5]=1[CH:6]=[CH:7]O[C:9]2=[O:14])([O-:3])=[O:2].[CH2:15]([CH2:17][NH2:18])[OH:16].C(N(CC)CC)C. (4) Given the product [O:14]1[CH2:15][CH2:16][O:17][C:12]2[CH:11]=[C:10]([NH:8][C:9]3[N:3]4[CH:4]=[CH:5][N:6]=[CH:7][C:2]4=[N:1][C:27]=3[C:26]3[C:21]([F:20])=[N:22][CH:23]=[CH:24][CH:25]=3)[CH:19]=[CH:18][C:13]1=2, predict the reactants needed to synthesize it. The reactants are: [NH2:1][C:2]1[CH:7]=[N:6][CH:5]=[CH:4][N:3]=1.[N+:8]([C:10]1[CH:19]=[CH:18][C:13]2[O:14][CH2:15][CH2:16][O:17][C:12]=2[CH:11]=1)#[C-:9].[F:20][C:21]1[C:26]([CH:27]=O)=[CH:25][CH:24]=[CH:23][N:22]=1.[Cl-].[In+3].[Cl-].[Cl-]. (5) The reactants are: [O:1]=[C:2]1[CH2:10][C:9]2[C:4](=[CH:5][C:6]([NH:11][C:12]3[CH:13]=[C:14]([NH:18][C:19]([NH:21][C:22]4[CH:27]=[CH:26][CH:25]=[C:24]([C:28]([F:31])([F:30])[F:29])[CH:23]=4)=[O:20])[CH:15]=[CH:16][CH:17]=3)=[CH:7][CH:8]=2)[NH:3]1.[NH:32]1[CH:36]=[CH:35][CH:34]=[C:33]1[CH:37]=O.N1CCCCC1. Given the product [O:1]=[C:2]1[C:10](=[CH:37][C:33]2[NH:32][CH:36]=[CH:35][CH:34]=2)[C:9]2[C:4](=[CH:5][C:6]([NH:11][C:12]3[CH:13]=[C:14]([NH:18][C:19]([NH:21][C:22]4[CH:27]=[CH:26][CH:25]=[C:24]([C:28]([F:29])([F:31])[F:30])[CH:23]=4)=[O:20])[CH:15]=[CH:16][CH:17]=3)=[CH:7][CH:8]=2)[NH:3]1, predict the reactants needed to synthesize it.